This data is from Forward reaction prediction with 1.9M reactions from USPTO patents (1976-2016). The task is: Predict the product of the given reaction. (1) Given the reactants C(N1C=C(COC2C=CC(NS(C3C=CC(C)=C(C=3)C(O)=O)(=O)=O)=CC=2)N=N1)C1C=CC=CC=1.[O:35]1[CH:39]=[N:38][N:37]=[C:36]1[CH2:40][O:41][C:42]1[CH:47]=[CH:46][C:45]([NH:48][S:49]([C:52]2[CH:53]=[CH:54][C:55]([CH3:61])=[C:56]([CH:60]=2)[C:57]([OH:59])=O)(=[O:51])=[O:50])=[CH:44][CH:43]=1.[CH3:62][O:63][C:64]1[CH:69]=[CH:68][CH:67]=[CH:66][C:65]=1[N:70]1[CH2:75][CH2:74][NH:73][CH2:72][CH2:71]1, predict the reaction product. The product is: [O:35]1[CH:39]=[N:38][N:37]=[C:36]1[CH2:40][O:41][C:42]1[CH:43]=[CH:44][C:45]([NH:48][S:49]([C:52]2[CH:53]=[CH:54][C:55]([CH3:61])=[C:56]([C:57]([N:73]3[CH2:72][CH2:71][N:70]([C:65]4[CH:66]=[CH:67][CH:68]=[CH:69][C:64]=4[O:63][CH3:62])[CH2:75][CH2:74]3)=[O:59])[CH:60]=2)(=[O:50])=[O:51])=[CH:46][CH:47]=1. (2) Given the reactants [Cl:1][C:2]1[CH:7]=[CH:6][CH:5]=[C:4]([Cl:8])[C:3]=1[C:9]1[C:13]([CH2:14][O:15][C:16]2[CH:17]=[C:18]3[C:23](=[CH:24][CH:25]=2)[CH:22]=[C:21]([C:26]2[CH:27]=[CH:28][C:29]([F:36])=[C:30]([CH:35]=2)[C:31]([O:33]C)=[O:32])[CH:20]=[CH:19]3)=[C:12]([CH:37]([CH3:39])[CH3:38])[O:11][N:10]=1.[OH-].[Na+].CO, predict the reaction product. The product is: [Cl:1][C:2]1[CH:7]=[CH:6][CH:5]=[C:4]([Cl:8])[C:3]=1[C:9]1[C:13]([CH2:14][O:15][C:16]2[CH:17]=[C:18]3[C:23](=[CH:24][CH:25]=2)[CH:22]=[C:21]([C:26]2[CH:27]=[CH:28][C:29]([F:36])=[C:30]([CH:35]=2)[C:31]([OH:33])=[O:32])[CH:20]=[CH:19]3)=[C:12]([CH:37]([CH3:39])[CH3:38])[O:11][N:10]=1. (3) Given the reactants [Cl:1][C:2]1[CH:31]=[CH:30][C:5]([CH2:6][N:7]2[C:15]3[C:10](=[CH:11][C:12](/[CH:16]=[C:17]4/[C:18](=[O:29])[N:19]([CH:23]5[CH2:28][CH2:27][CH2:26][NH:25][CH2:24]5)[C:20](=[O:22])[S:21]/4)=[CH:13][CH:14]=3)[CH:9]=[N:8]2)=[C:4]([C:32]([F:35])([F:34])[F:33])[CH:3]=1.[CH2:36]=O, predict the reaction product. The product is: [Cl:1][C:2]1[CH:31]=[CH:30][C:5]([CH2:6][N:7]2[C:15]3[C:10](=[CH:11][C:12](/[CH:16]=[C:17]4/[C:18](=[O:29])[N:19]([CH:23]5[CH2:28][CH2:27][CH2:26][N:25]([CH3:36])[CH2:24]5)[C:20](=[O:22])[S:21]/4)=[CH:13][CH:14]=3)[CH:9]=[N:8]2)=[C:4]([C:32]([F:35])([F:34])[F:33])[CH:3]=1. (4) Given the reactants [Cl:1][C:2]1[CH:7]=[CH:6][C:5]([C:8]2([C:11]3[C:20]([OH:21])=[C:19]([C:22]([OH:24])=[O:23])[C:18]4[C:13](=[C:14](OC(F)(F)F)[CH:15]=[CH:16][CH:17]=4)[N:12]=3)[CH2:10][CH2:9]2)=[CH:4][CH:3]=1.[C:30](OCC(C1(C2C=CC(Cl)=CC=2)CC1)=O)(=O)[CH3:31], predict the reaction product. The product is: [Cl:1][C:2]1[CH:7]=[CH:6][C:5]([C:8]2([C:11]3[C:20]([OH:21])=[C:19]([C:22]([OH:24])=[O:23])[C:18]4[C:13](=[C:14]([CH2:30][CH3:31])[CH:15]=[CH:16][CH:17]=4)[N:12]=3)[CH2:9][CH2:10]2)=[CH:4][CH:3]=1. (5) Given the reactants [CH3:1][O:2][C:3]1[CH:35]=[CH:34][C:6]([CH2:7][O:8][C:9]2[CH:14]=[C:13]([N:15]3[CH2:20][CH2:19][O:18][CH2:17][CH2:16]3)[CH:12]=[C:11]([Sn](CCCC)(CCCC)CCCC)[N:10]=2)=[CH:5][CH:4]=1.[Cl-].[Li+].Br[C:39]1[CH:52]=[CH:51][C:50]([F:53])=[C:49]2[C:40]=1[O:41][C:42]1[CH:43]=[CH:44][C:45]([NH:54][C:55](=[O:61])[O:56][C:57]([CH3:60])([CH3:59])[CH3:58])=[CH:46][C:47]=1[CH2:48]2, predict the reaction product. The product is: [F:53][C:50]1[CH:51]=[CH:52][C:39]([C:11]2[CH:12]=[C:13]([N:15]3[CH2:16][CH2:17][O:18][CH2:19][CH2:20]3)[CH:14]=[C:9]([O:8][CH2:7][C:6]3[CH:5]=[CH:4][C:3]([O:2][CH3:1])=[CH:35][CH:34]=3)[N:10]=2)=[C:40]2[C:49]=1[CH2:48][C:47]1[CH:46]=[C:45]([NH:54][C:55](=[O:61])[O:56][C:57]([CH3:59])([CH3:58])[CH3:60])[CH:44]=[CH:43][C:42]=1[O:41]2. (6) Given the reactants [F:1][C:2]1[CH:7]=[C:6]([I:8])[CH:5]=[CH:4][C:3]=1[CH:9]([OH:11])[CH3:10], predict the reaction product. The product is: [F:1][C:2]1[CH:7]=[C:6]([I:8])[CH:5]=[CH:4][C:3]=1[C:9](=[O:11])[CH3:10]. (7) Given the reactants Cl[C:2]1[C:7]([C:8]([NH2:10])=[O:9])=[CH:6][N:5]=[C:4](Cl)C=1.[O:12]([C:19]1[CH:24]=[CH:23][C:22]([OH:25])=[CH:21][CH:20]=1)[C:13]1[CH:18]=[CH:17][CH:16]=[CH:15][CH:14]=1.[NH:26]1[CH2:30][CH2:29][C@H:28]2[CH2:31][N:32]([C:34]([O:36]C(C)(C)C)=O)[CH2:33][C@@H:27]12.C(O)(=O)[CH:42]=[CH2:43].C(C1C=CC(C2CCN(C(OC(C)(C)C)=O)CC=2)=NC=1NC1C=CC(CCN2CCCC2)=CC=1)(=O)[NH2:47], predict the reaction product. The product is: [C:34]([N:32]1[CH2:31][C@H:28]2[C@H:27]([N:26]([C:4]3[N:5]=[C:6]([O:25][C:22]4[CH:21]=[CH:20][C:19]([O:12][C:13]5[CH:18]=[CH:17][CH:16]=[CH:15][CH:14]=5)=[CH:24][CH:23]=4)[C:7]([C:8]([NH2:10])=[O:9])=[CH:2][N:47]=3)[CH2:30][CH2:29]2)[CH2:33]1)(=[O:36])[CH:42]=[CH2:43]. (8) Given the reactants [CH3:1][C@@H:2]1[CH2:7][O:6][CH2:5][CH2:4][NH:3]1.C(N(CC)CC)C.[Cl:15][C:16]1[N:21]=[C:20](Cl)[CH:19]=[C:18]([C:23]([O:25][CH3:26])=[O:24])[N:17]=1.O, predict the reaction product. The product is: [Cl:15][C:16]1[N:17]=[C:18]([C:23]([O:25][CH3:26])=[O:24])[CH:19]=[C:20]([N:3]2[CH2:4][CH2:5][O:6][CH2:7][C@H:2]2[CH3:1])[N:21]=1.